Task: Regression. Given a peptide amino acid sequence and an MHC pseudo amino acid sequence, predict their binding affinity value. This is MHC class I binding data.. Dataset: Peptide-MHC class I binding affinity with 185,985 pairs from IEDB/IMGT The peptide sequence is RRMRRPTGK. The MHC is HLA-B48:01 with pseudo-sequence HLA-B48:01. The binding affinity (normalized) is 0.0847.